From a dataset of NCI-60 drug combinations with 297,098 pairs across 59 cell lines. Regression. Given two drug SMILES strings and cell line genomic features, predict the synergy score measuring deviation from expected non-interaction effect. (1) Drug 1: CC1=C2C(C(=O)C3(C(CC4C(C3C(C(C2(C)C)(CC1OC(=O)C(C(C5=CC=CC=C5)NC(=O)OC(C)(C)C)O)O)OC(=O)C6=CC=CC=C6)(CO4)OC(=O)C)O)C)O. Drug 2: CC(C)NC(=O)C1=CC=C(C=C1)CNNC.Cl. Cell line: SK-OV-3. Synergy scores: CSS=25.4, Synergy_ZIP=-2.52, Synergy_Bliss=0.655, Synergy_Loewe=-30.9, Synergy_HSA=0.283. (2) Drug 1: CC(C1=C(C=CC(=C1Cl)F)Cl)OC2=C(N=CC(=C2)C3=CN(N=C3)C4CCNCC4)N. Drug 2: C1=CC=C(C(=C1)C(C2=CC=C(C=C2)Cl)C(Cl)Cl)Cl. Cell line: OVCAR-5. Synergy scores: CSS=10.1, Synergy_ZIP=-0.711, Synergy_Bliss=5.35, Synergy_Loewe=-1.84, Synergy_HSA=3.89. (3) Drug 1: CC1C(C(CC(O1)OC2CC(OC(C2O)C)OC3=CC4=CC5=C(C(=O)C(C(C5)C(C(=O)C(C(C)O)O)OC)OC6CC(C(C(O6)C)O)OC7CC(C(C(O7)C)O)OC8CC(C(C(O8)C)O)(C)O)C(=C4C(=C3C)O)O)O)O. Drug 2: CC12CCC3C(C1CCC2O)C(CC4=C3C=CC(=C4)O)CCCCCCCCCS(=O)CCCC(C(F)(F)F)(F)F. Cell line: SF-295. Synergy scores: CSS=45.0, Synergy_ZIP=0.521, Synergy_Bliss=1.88, Synergy_Loewe=-16.8, Synergy_HSA=0.694. (4) Cell line: NCI/ADR-RES. Synergy scores: CSS=21.5, Synergy_ZIP=-10.9, Synergy_Bliss=-8.30, Synergy_Loewe=-75.9, Synergy_HSA=-7.93. Drug 1: CC1=CC2C(CCC3(C2CCC3(C(=O)C)OC(=O)C)C)C4(C1=CC(=O)CC4)C. Drug 2: C1C(C(OC1N2C=NC3=C(N=C(N=C32)Cl)N)CO)O.